Regression. Given two drug SMILES strings and cell line genomic features, predict the synergy score measuring deviation from expected non-interaction effect. From a dataset of NCI-60 drug combinations with 297,098 pairs across 59 cell lines. Drug 1: CC1C(C(CC(O1)OC2CC(CC3=C2C(=C4C(=C3O)C(=O)C5=C(C4=O)C(=CC=C5)OC)O)(C(=O)C)O)N)O.Cl. Drug 2: CC1CCC2CC(C(=CC=CC=CC(CC(C(=O)C(C(C(=CC(C(=O)CC(OC(=O)C3CCCCN3C(=O)C(=O)C1(O2)O)C(C)CC4CCC(C(C4)OC)OCCO)C)C)O)OC)C)C)C)OC. Cell line: HOP-62. Synergy scores: CSS=36.6, Synergy_ZIP=-4.87, Synergy_Bliss=2.06, Synergy_Loewe=2.21, Synergy_HSA=2.59.